Dataset: Full USPTO retrosynthesis dataset with 1.9M reactions from patents (1976-2016). Task: Predict the reactants needed to synthesize the given product. (1) The reactants are: [OH-].[Li+].C([O:5][C:6](=[O:35])[CH:7]=[C:8]1[CH2:34][CH2:33][C:11]2([O:15][C:14]([C:16]3[CH:17]=[CH:18][C:19]4[N:20]([N:22]=[CH:23][N:24]=4)[CH:21]=3)=[C:13]([C:25]3[CH:26]=[C:27]([CH3:31])[CH:28]=[CH:29][CH:30]=3)[C:12]2=[O:32])[CH2:10][CH2:9]1)C.O1CCCC1. Given the product [N:24]1[CH:23]=[N:22][N:20]2[CH:21]=[C:16]([C:14]3[O:15][C:11]4([CH2:33][CH2:34][CH:8]([CH2:7][C:6]([OH:35])=[O:5])[CH2:9][CH2:10]4)[C:12](=[O:32])[C:13]=3[C:25]3[CH:26]=[C:27]([CH3:31])[CH:28]=[CH:29][CH:30]=3)[CH:17]=[CH:18][C:19]=12, predict the reactants needed to synthesize it. (2) Given the product [C:31]([O:35][C:36]([N:38]1[CH2:43][CH2:42][O:41][CH:40]([CH2:44][NH:45][C:26]2[S:27][C:23](=[CH:22][C:20]3[CH:19]=[CH:18][C:4]([O:5][C:6]4[CH:13]=[CH:12][C:9]([C:10]#[N:11])=[CH:8][C:7]=4[C:14]([F:17])([F:15])[F:16])=[C:3]([O:2][CH3:1])[CH:21]=3)[C:24](=[O:30])[N:25]=2)[CH2:39]1)=[O:37])([CH3:34])([CH3:33])[CH3:32], predict the reactants needed to synthesize it. The reactants are: [CH3:1][O:2][C:3]1[CH:21]=[C:20]([CH:22]=[C:23]2[S:27][C:26](SC)=[N:25][C:24]2=[O:30])[CH:19]=[CH:18][C:4]=1[O:5][C:6]1[CH:13]=[CH:12][C:9]([C:10]#[N:11])=[CH:8][C:7]=1[C:14]([F:17])([F:16])[F:15].[C:31]([O:35][C:36]([N:38]1[CH2:43][CH2:42][O:41][CH:40]([CH2:44][NH2:45])[CH2:39]1)=[O:37])([CH3:34])([CH3:33])[CH3:32]. (3) Given the product [F:24][C:25]1[CH:30]=[C:29]([C:2]2[N:3]([CH2:13][C:14]3[C:23]4[C:18](=[CH:19][CH:20]=[CH:21][CH:22]=4)[CH:17]=[CH:16][CH:15]=3)[C:4]([C:8]([O:10][CH2:11][CH3:12])=[O:9])=[C:5]([CH3:7])[N:6]=2)[CH:28]=[N:27][CH:26]=1, predict the reactants needed to synthesize it. The reactants are: Br[C:2]1[N:3]([CH2:13][C:14]2[C:23]3[C:18](=[CH:19][CH:20]=[CH:21][CH:22]=3)[CH:17]=[CH:16][CH:15]=2)[C:4]([C:8]([O:10][CH2:11][CH3:12])=[O:9])=[C:5]([CH3:7])[N:6]=1.[F:24][C:25]1[CH:26]=[N:27][CH:28]=[C:29](B2OC(C)(C)C(C)(C)O2)[CH:30]=1.C(=O)([O-])[O-].[Cs+].[Cs+]. (4) Given the product [ClH:10].[NH2:9][C:8]1[N:17]([C:14]2[CH:15]=[CH:16][C:11]([CH3:19])=[CH:12][CH:13]=2)[N:18]=[C:1]([C:2]([CH3:5])([CH3:4])[CH3:3])[CH:7]=1, predict the reactants needed to synthesize it. The reactants are: [C:1]([CH2:7][C:8]#[N:9])(=O)[C:2]([CH3:5])([CH3:4])[CH3:3].[ClH:10].[C:11]1([CH3:19])[CH:16]=[CH:15][C:14]([NH:17][NH2:18])=[CH:13][CH:12]=1.CCCCCCC.